Dataset: Forward reaction prediction with 1.9M reactions from USPTO patents (1976-2016). Task: Predict the product of the given reaction. Given the reactants [Cl:1][C:2]1[CH:3]=[C:4]([S:8]([CH:11]2[CH2:16][CH2:15][NH:14][CH2:13][CH2:12]2)(=[O:10])=[O:9])[CH:5]=[CH:6][CH:7]=1.Cl[C:18]1[C:23]([C:24]#[N:25])=[CH:22][CH:21]=[CH:20][N:19]=1.CCN(C(C)C)C(C)C, predict the reaction product. The product is: [Cl:1][C:2]1[CH:3]=[C:4]([S:8]([CH:11]2[CH2:16][CH2:15][N:14]([C:18]3[N:19]=[CH:20][CH:21]=[CH:22][C:23]=3[C:24]#[N:25])[CH2:13][CH2:12]2)(=[O:10])=[O:9])[CH:5]=[CH:6][CH:7]=1.